From a dataset of Forward reaction prediction with 1.9M reactions from USPTO patents (1976-2016). Predict the product of the given reaction. (1) Given the reactants [CH2:1]([O:8][C:9]([NH:11][CH:12]1[CH2:21][CH2:20][CH2:19][C:18]2[CH:17]=[C:16]([C:22](O)=[O:23])[CH:15]=[CH:14][C:13]1=2)=[O:10])[C:2]1[CH:7]=[CH:6][CH:5]=[CH:4][CH:3]=1.S(Cl)(Cl)=O.[NH2:29][C:30]1[CH:35]=[CH:34][N:33]=[CH:32][CH:31]=1, predict the reaction product. The product is: [CH2:1]([O:8][C:9]([NH:11][CH:12]1[CH2:21][CH2:20][CH2:19][C:18]2[CH:17]=[C:16]([C:22]([NH:29][C:30]3[CH:35]=[CH:34][N:33]=[CH:32][CH:31]=3)=[O:23])[CH:15]=[CH:14][C:13]1=2)=[O:10])[C:2]1[CH:7]=[CH:6][CH:5]=[CH:4][CH:3]=1. (2) Given the reactants [NH2:1][C:2]1[CH:22]=[C:21]([Cl:23])[C:5]2[O:6][C:7]3[C:16]([CH3:17])=[CH:15][C:14]([C:18]([OH:20])=[O:19])=[CH:13][C:8]=3[S:9](=[O:12])(=[O:11])[CH2:10][C:4]=2[CH:3]=1.[CH:24](=O)[CH:25]([CH3:27])[CH3:26].FC(F)(F)C(O)=O.C([BH3-])#N.[Na+].C([O-])(O)=O.[Na+], predict the reaction product. The product is: [Cl:23][C:21]1[C:5]2[O:6][C:7]3[C:16]([CH3:17])=[CH:15][C:14]([C:18]([OH:20])=[O:19])=[CH:13][C:8]=3[S:9](=[O:11])(=[O:12])[CH2:10][C:4]=2[CH:3]=[C:2]([NH:1][CH2:24][CH:25]([CH3:27])[CH3:26])[CH:22]=1. (3) Given the reactants [CH2:1]([N:8]1[CH2:13][CH2:12][CH:11]([C:14]([O:16][CH2:17][CH3:18])=[O:15])[C:10](=O)[CH2:9]1)[C:2]1[CH:7]=[CH:6][CH:5]=[CH:4][CH:3]=1.C([O-])(=O)C.[NH4+:24], predict the reaction product. The product is: [CH2:17]([O:16][C:14]([C:11]1[CH2:12][CH2:13][N:8]([CH2:1][C:2]2[CH:7]=[CH:6][CH:5]=[CH:4][CH:3]=2)[CH2:9][C:10]=1[NH2:24])=[O:15])[CH3:18].